This data is from Peptide-MHC class I binding affinity with 185,985 pairs from IEDB/IMGT. The task is: Regression. Given a peptide amino acid sequence and an MHC pseudo amino acid sequence, predict their binding affinity value. This is MHC class I binding data. (1) The peptide sequence is GLIPNACSKI. The MHC is H-2-Db with pseudo-sequence H-2-Db. The binding affinity (normalized) is 0.192. (2) The peptide sequence is SCINGQCPY. The MHC is HLA-A02:19 with pseudo-sequence HLA-A02:19. The binding affinity (normalized) is 0.0847. (3) The peptide sequence is VRDPKTSEI. The MHC is HLA-A69:01 with pseudo-sequence HLA-A69:01. The binding affinity (normalized) is 0.0847.